From a dataset of Reaction yield outcomes from USPTO patents with 853,638 reactions. Predict the reaction yield, written as a fraction of the theoretical maximum amount of product (1.0 means a 100% yield; for example, 0.34 means a 34% yield). (1) The reactants are [C:1]([O:5][C:6]([N:8]1[CH2:13][CH2:12][C:11]2[NH:14][CH:15]=[N:16][C:10]=2[CH2:9]1)=[O:7])([CH3:4])([CH3:3])[CH3:2].C1C(=O)N([I:24])C(=O)C1. The catalyst is C1COCC1.CCOC(C)=O. The product is [C:1]([O:5][C:6]([N:8]1[CH2:13][CH2:12][C:11]2[NH:14][C:15]([I:24])=[N:16][C:10]=2[CH2:9]1)=[O:7])([CH3:4])([CH3:2])[CH3:3]. The yield is 0.648. (2) The reactants are [OH:1][CH:2]1[CH2:7][CH2:6]/[C:5](=[N:8]\O)/[CH2:4][C:3]1([CH3:11])[CH3:10].C(Cl)Cl. The catalyst is CO.[Ni]. The product is [NH2:8][CH:5]1[CH2:6][CH2:7][CH:2]([OH:1])[C:3]([CH3:11])([CH3:10])[CH2:4]1. The yield is 0.920. (3) The reactants are [CH3:1][O:2][C:3]1[CH:4]=[C:5]2[C:10](=[CH:11][C:12]=1[O:13][CH3:14])[N:9]=[CH:8][CH:7]=[C:6]2[O:15][C:16]1[CH:22]=[CH:21][C:19]([NH2:20])=[C:18]([CH3:23])[C:17]=1[CH3:24].Cl[C:26](Cl)([O:28][C:29](=[O:35])OC(Cl)(Cl)Cl)Cl.[CH:37]1(CO)[CH2:40][CH2:39][CH2:38]1.C(=O)(O)[O-].[Na+]. The catalyst is C(Cl)Cl.C(N(CC)CC)C.C1(C)C=CC=CC=1. The product is [CH3:1][O:2][C:3]1[CH:4]=[C:5]2[C:10](=[CH:11][C:12]=1[O:13][CH3:14])[N:9]=[CH:8][CH:7]=[C:6]2[O:15][C:16]1[CH:22]=[CH:21][C:19]([NH:20][C:29](=[O:35])[O:28][CH2:26][CH:37]2[CH2:40][CH2:39][CH2:38]2)=[C:18]([CH3:23])[C:17]=1[CH3:24]. The yield is 0.830. (4) The reactants are C[O:2][C:3](=[O:34])[C:4]1[CH:9]=[C:8]([CH3:10])[CH:7]=[CH:6][C:5]=1[NH:11][C:12]1[N:13]([C:26]2[CH:31]=[CH:30][CH:29]=[CH:28][C:27]=2[O:32][CH3:33])[N:14]=[C:15]([CH2:24][CH3:25])[C:16]=1[C:17]1[S:18][CH:19]=[C:20]([O:22][CH3:23])[N:21]=1.[Li+].[OH-].O. The catalyst is C1COCC1.CO. The product is [CH2:24]([C:15]1[C:16]([C:17]2[S:18][CH:19]=[C:20]([O:22][CH3:23])[N:21]=2)=[C:12]([NH:11][C:5]2[CH:6]=[CH:7][C:8]([CH3:10])=[CH:9][C:4]=2[C:3]([OH:34])=[O:2])[N:13]([C:26]2[CH:31]=[CH:30][CH:29]=[CH:28][C:27]=2[O:32][CH3:33])[N:14]=1)[CH3:25]. The yield is 0.910. (5) The reactants are CN(C)C=O.C(=O)([O-])[O-].[K+].[K+].I[C:13]1[C:18]([O:19][C:20]2[C:29]3[C:24](=[CH:25][C:26]([O:32][CH3:33])=[C:27]([O:30][CH3:31])[CH:28]=3)[N:23]=[CH:22][CH:21]=2)=[CH:17][CH:16]=[C:15]([CH3:34])[N:14]=1.[F:35][C:36]1[CH:37]=[C:38](B(O)O)[CH:39]=[CH:40][CH:41]=1. The catalyst is O. The product is [F:35][C:36]1[CH:41]=[C:40]([C:13]2[C:18]([O:19][C:20]3[C:29]4[C:24](=[CH:25][C:26]([O:32][CH3:33])=[C:27]([O:30][CH3:31])[CH:28]=4)[N:23]=[CH:22][CH:21]=3)=[CH:17][CH:16]=[C:15]([CH3:34])[N:14]=2)[CH:39]=[CH:38][CH:37]=1. The yield is 0.870. (6) The reactants are [O:1]1[C:5]2[CH:6]=[CH:7][C:8]([CH2:10][C:11]#N)=[CH:9][C:4]=2[O:3][CH2:2]1.Br[CH2:14][CH2:15]Cl.[OH-:17].[Na+].[OH2:19]. The yield is 0.800. The product is [O:1]1[C:5]2[CH:6]=[CH:7][C:8]([C:10]3([C:11]([OH:19])=[O:17])[CH2:15][CH2:14]3)=[CH:9][C:4]=2[O:3][CH2:2]1. The catalyst is [Cl-].C([N+](CC)(CC)CC)C1C=CC=CC=1. (7) The reactants are [Cl-].O[NH3+:3].[C:4](=[O:7])([O-])[OH:5].[Na+].CS(C)=O.[CH2:13]([C:17]1[N:18]=[C:19]([CH3:47])[N:20]([C:39]2[CH:44]=[CH:43][CH:42]=[C:41]([CH:45]=[CH2:46])[CH:40]=2)[C:21](=[O:38])[C:22]=1[CH2:23][C:24]1[CH:29]=[CH:28][C:27]([C:30]2[C:31]([C:36]#[N:37])=[CH:32][CH:33]=[CH:34][CH:35]=2)=[CH:26][CH:25]=1)[CH2:14][CH2:15][CH3:16]. The catalyst is O.C(OCC)(=O)C. The product is [CH2:13]([C:17]1[N:18]=[C:19]([CH3:47])[N:20]([C:39]2[CH:44]=[CH:43][CH:42]=[C:41]([CH:45]=[CH2:46])[CH:40]=2)[C:21](=[O:38])[C:22]=1[CH2:23][C:24]1[CH:29]=[CH:28][C:27]([C:30]2[CH:35]=[CH:34][CH:33]=[CH:32][C:31]=2[C:36]2[NH:3][C:4](=[O:7])[O:5][N:37]=2)=[CH:26][CH:25]=1)[CH2:14][CH2:15][CH3:16]. The yield is 0.400. (8) The product is [OH:29][C:28]1[C:27]2[C:22](=[CH:23][CH:24]=[CH:25][CH:26]=2)[C:21]([CH3:35])([CH2:30][CH2:31][CH:32]([CH3:33])[CH3:34])[C:20](=[O:36])[C:19]=1[C:14]1[NH:13][C:12]2[CH:37]=[CH:38][C:9]([OH:8])=[CH:10][C:11]=2[S:16](=[O:17])(=[O:18])[N:15]=1. The yield is 0.990. The catalyst is O1CCCC1.[Pd]. The reactants are C([O:8][C:9]1[CH:38]=[CH:37][C:12]2[NH:13][C:14]([C:19]3[C:20](=[O:36])[C:21]([CH3:35])([CH2:30][CH2:31][CH:32]([CH3:34])[CH3:33])[C:22]4[C:27]([C:28]=3[OH:29])=[CH:26][CH:25]=[CH:24][CH:23]=4)=[N:15][S:16](=[O:18])(=[O:17])[C:11]=2[CH:10]=1)C1C=CC=CC=1.